From a dataset of Reaction yield outcomes from USPTO patents with 853,638 reactions. Predict the reaction yield, written as a fraction of the theoretical maximum amount of product (1.0 means a 100% yield; for example, 0.34 means a 34% yield). The yield is 0.860. The catalyst is CO.[Pd]. The reactants are [OH:1][C:2]1[CH:25]=[CH:24][CH:23]=[CH:22][C:3]=1[C:4]([NH:6][CH:7]([CH3:21])[CH:8]([NH:10]C(=O)OCC1C=CC=CC=1)[CH3:9])=[O:5]. The product is [NH2:10][CH:8]([CH3:9])[CH:7]([NH:6][C:4](=[O:5])[C:3]1[CH:22]=[CH:23][CH:24]=[CH:25][C:2]=1[OH:1])[CH3:21].